From a dataset of NCI-60 drug combinations with 297,098 pairs across 59 cell lines. Regression. Given two drug SMILES strings and cell line genomic features, predict the synergy score measuring deviation from expected non-interaction effect. (1) Drug 1: CN(C)C1=NC(=NC(=N1)N(C)C)N(C)C. Drug 2: CCCCCOC(=O)NC1=NC(=O)N(C=C1F)C2C(C(C(O2)C)O)O. Cell line: K-562. Synergy scores: CSS=-2.41, Synergy_ZIP=1.21, Synergy_Bliss=-2.55, Synergy_Loewe=-10.2, Synergy_HSA=-7.13. (2) Drug 1: C1CCN(CC1)CCOC2=CC=C(C=C2)C(=O)C3=C(SC4=C3C=CC(=C4)O)C5=CC=C(C=C5)O. Drug 2: CCC1(CC2CC(C3=C(CCN(C2)C1)C4=CC=CC=C4N3)(C5=C(C=C6C(=C5)C78CCN9C7C(C=CC9)(C(C(C8N6C)(C(=O)OC)O)OC(=O)C)CC)OC)C(=O)OC)O.OS(=O)(=O)O. Cell line: HOP-62. Synergy scores: CSS=45.3, Synergy_ZIP=8.37, Synergy_Bliss=7.73, Synergy_Loewe=-52.1, Synergy_HSA=5.25. (3) Drug 1: C1=CC=C(C=C1)NC(=O)CCCCCCC(=O)NO. Drug 2: C1CCC(C(C1)[NH-])[NH-].C(=O)(C(=O)[O-])[O-].[Pt+4]. Cell line: HCT116. Synergy scores: CSS=74.1, Synergy_ZIP=4.75, Synergy_Bliss=4.41, Synergy_Loewe=-0.196, Synergy_HSA=7.84. (4) Drug 1: C1=NC2=C(N1)C(=S)N=C(N2)N. Drug 2: C1CC(=O)NC(=O)C1N2C(=O)C3=CC=CC=C3C2=O. Cell line: UACC62. Synergy scores: CSS=38.6, Synergy_ZIP=9.83, Synergy_Bliss=12.0, Synergy_Loewe=-3.46, Synergy_HSA=12.1. (5) Synergy scores: CSS=11.1, Synergy_ZIP=-5.74, Synergy_Bliss=-1.80, Synergy_Loewe=-4.68, Synergy_HSA=-2.29. Cell line: DU-145. Drug 1: CN1CCC(CC1)COC2=C(C=C3C(=C2)N=CN=C3NC4=C(C=C(C=C4)Br)F)OC. Drug 2: C1=NC2=C(N=C(N=C2N1C3C(C(C(O3)CO)O)O)F)N. (6) Drug 1: CC12CCC3C(C1CCC2O)C(CC4=C3C=CC(=C4)O)CCCCCCCCCS(=O)CCCC(C(F)(F)F)(F)F. Drug 2: C1CN(P(=O)(OC1)NCCCl)CCCl. Cell line: NCI-H522. Synergy scores: CSS=-3.01, Synergy_ZIP=3.78, Synergy_Bliss=1.58, Synergy_Loewe=-3.52, Synergy_HSA=-3.91. (7) Drug 1: C1=NC2=C(N=C(N=C2N1C3C(C(C(O3)CO)O)O)F)N. Drug 2: CC1CCCC2(C(O2)CC(NC(=O)CC(C(C(=O)C(C1O)C)(C)C)O)C(=CC3=CSC(=N3)C)C)C. Cell line: BT-549. Synergy scores: CSS=41.5, Synergy_ZIP=-5.33, Synergy_Bliss=-6.73, Synergy_Loewe=-15.7, Synergy_HSA=-4.62. (8) Drug 1: CC1OCC2C(O1)C(C(C(O2)OC3C4COC(=O)C4C(C5=CC6=C(C=C35)OCO6)C7=CC(=C(C(=C7)OC)O)OC)O)O. Drug 2: C1=NC2=C(N1)C(=S)N=CN2. Cell line: MCF7. Synergy scores: CSS=21.2, Synergy_ZIP=-11.8, Synergy_Bliss=-11.1, Synergy_Loewe=-8.57, Synergy_HSA=-5.75. (9) Drug 1: CS(=O)(=O)CCNCC1=CC=C(O1)C2=CC3=C(C=C2)N=CN=C3NC4=CC(=C(C=C4)OCC5=CC(=CC=C5)F)Cl. Drug 2: N.N.Cl[Pt+2]Cl. Cell line: ACHN. Synergy scores: CSS=43.3, Synergy_ZIP=-6.93, Synergy_Bliss=-1.16, Synergy_Loewe=-11.8, Synergy_HSA=-0.536.